This data is from Forward reaction prediction with 1.9M reactions from USPTO patents (1976-2016). The task is: Predict the product of the given reaction. (1) The product is: [C:32]([O:22][C:19]1[CH:20]=[CH:21][C:16]([O:15][CH2:14][C:12]2[CH:11]=[C:10]([NH:23][C:24]([O:25][C:43]([CH3:45])([CH3:44])[CH3:42])=[O:26])[CH:9]=[C:8]([NH:7][C:6]([O:5][C:1]([CH3:4])([CH3:2])[CH3:3])=[O:27])[CH:13]=2)=[CH:17][CH:18]=1)(=[O:28])[C:31]([CH3:30])=[CH2:33]. Given the reactants [C:1]([O:5][C:6](=[O:27])[NH:7][C:8]1[CH:13]=[C:12]([CH2:14][O:15][C:16]2[CH:21]=[CH:20][C:19]([OH:22])=[CH:18][CH:17]=2)[CH:11]=[C:10]([NH:23][C:24](=[O:26])[O-:25])[CH:9]=1)([CH3:4])([CH3:3])[CH3:2].[O:28]1[CH2:32][CH2:31][CH2:30]C1.[CH3:33]CN(C(C)C)C(C)C.[C:42](O[C:42](=O)[C:43]([CH3:45])=[CH2:44])(=O)[C:43]([CH3:45])=[CH2:44], predict the reaction product. (2) Given the reactants [Br:1][C:2]1[CH:3]=[CH:4][C:5]([O:16][CH2:17][C:18]2[CH:23]=[CH:22][CH:21]=[CH:20][CH:19]=2)=[C:6]([C:8](=O)[CH2:9][CH2:10][C:11](=O)[CH2:12][CH3:13])[CH:7]=1.[CH2:24]([O:26][C:27](=[O:35])[C:28]1[CH:33]=[CH:32][CH:31]=[C:30]([NH2:34])[CH:29]=1)[CH3:25].CC1C=CC(S(O)(=O)=O)=CC=1, predict the reaction product. The product is: [CH2:24]([O:26][C:27](=[O:35])[C:28]1[CH:33]=[CH:32][CH:31]=[C:30]([N:34]2[C:11]([CH2:12][CH3:13])=[CH:10][CH:9]=[C:8]2[C:6]2[CH:7]=[C:2]([Br:1])[CH:3]=[CH:4][C:5]=2[O:16][CH2:17][C:18]2[CH:23]=[CH:22][CH:21]=[CH:20][CH:19]=2)[CH:29]=1)[CH3:25]. (3) Given the reactants [Cl:1][C:2]1[CH:3]=[C:4]([S:9]([N:12]([CH2:28][P:29](=[O:36])([O:33]CC)[O:30]CC)[C:13]2[CH:14]=[C:15]3[C:19](=[CH:20][CH:21]=2)[N:18]([C:22]2[N:27]=[CH:26][CH:25]=[CH:24][N:23]=2)[CH2:17][CH2:16]3)(=[O:11])=[O:10])[CH:5]=[C:6]([Cl:8])[CH:7]=1, predict the reaction product. The product is: [Cl:1][C:2]1[CH:3]=[C:4]([S:9]([N:12]([CH2:28][P:29](=[O:30])([OH:33])[OH:36])[C:13]2[CH:14]=[C:15]3[C:19](=[CH:20][CH:21]=2)[N:18]([C:22]2[N:23]=[CH:24][CH:25]=[CH:26][N:27]=2)[CH2:17][CH2:16]3)(=[O:10])=[O:11])[CH:5]=[C:6]([Cl:8])[CH:7]=1. (4) Given the reactants [Br:1][C:2]1[N:3]=[CH:4][N:5]([C:12]2[CH:17]=[CH:16][C:15]([CH3:18])=[CH:14][C:13]=2[CH3:19])[C:6]=1[C:7]([O:9]CC)=[O:8].[OH-].[K+], predict the reaction product. The product is: [Br:1][C:2]1[N:3]=[CH:4][N:5]([C:12]2[CH:17]=[CH:16][C:15]([CH3:18])=[CH:14][C:13]=2[CH3:19])[C:6]=1[C:7]([OH:9])=[O:8].